Dataset: Reaction yield outcomes from USPTO patents with 853,638 reactions. Task: Predict the reaction yield, written as a fraction of the theoretical maximum amount of product (1.0 means a 100% yield; for example, 0.34 means a 34% yield). (1) The reactants are [CH3:1][C:2]1[NH:3][C:4]2[C:9]([CH:10]=1)=[C:8]([C:11]([F:14])([F:13])[F:12])[C:7]([C:15]#[N:16])=[CH:6][CH:5]=2.[O-]S(C(F)(F)[F:22])(=O)=O.F[N+]1C=CC=CC=1. The catalyst is C(Cl)Cl. The product is [F:22][C:10]1[C:9]2[C:4](=[CH:5][CH:6]=[C:7]([C:15]#[N:16])[C:8]=2[C:11]([F:12])([F:14])[F:13])[NH:3][C:2]=1[CH3:1]. The yield is 0.220. (2) The reactants are [N:1]1[CH:6]=[CH:5][CH:4]=[CH:3][C:2]=1[C:7]1[CH:14]=[CH:13][C:10]([CH:11]=[O:12])=[CH:9][CH:8]=1.[BH4-].[Na+]. No catalyst specified. The product is [N:1]1[CH:6]=[CH:5][CH:4]=[CH:3][C:2]=1[C:7]1[CH:8]=[CH:9][C:10]([CH2:11][OH:12])=[CH:13][CH:14]=1. The yield is 0.750. (3) The reactants are Cl[CH2:2][C:3]1[CH:4]=[C:5]([C:21]([NH:23][CH2:24][C:25]2[CH:30]=[CH:29][C:28]([S:31]([CH3:34])(=[O:33])=[O:32])=[CH:27][CH:26]=2)=[O:22])[C:6](=[O:20])[N:7]([C:10]2[CH:15]=[CH:14][CH:13]=[C:12]([C:16]([F:19])([F:18])[F:17])[CH:11]=2)[C:8]=1[CH3:9].[NH:35]1[CH2:40][CH2:39][O:38][CH2:37][CH2:36]1. The catalyst is CN(C=O)C. The product is [CH3:9][C:8]1[N:7]([C:10]2[CH:15]=[CH:14][CH:13]=[C:12]([C:16]([F:19])([F:17])[F:18])[CH:11]=2)[C:6](=[O:20])[C:5]([C:21]([NH:23][CH2:24][C:25]2[CH:26]=[CH:27][C:28]([S:31]([CH3:34])(=[O:33])=[O:32])=[CH:29][CH:30]=2)=[O:22])=[CH:4][C:3]=1[CH2:2][N:35]1[CH2:40][CH2:39][O:38][CH2:37][CH2:36]1. The yield is 0.450. (4) The reactants are [CH3:1][O:2][C:3]1[CH:8]=[CH:7][C:6]([NH2:9])=[CH:5][CH:4]=1.CC(C)N=C=NC(C)C.[C:19]([O:23][C:24]([N:26]1[CH2:39][CH2:38][C:37]2[C:36]3[C:35]([Cl:40])=[C:34]([Cl:41])[CH:33]=[CH:32][C:31]=3[N:30]([CH2:42][C:43](O)=[O:44])[C:29]=2[CH2:28][CH2:27]1)=[O:25])([CH3:22])([CH3:21])[CH3:20]. The catalyst is CN(C1C=CN=CC=1)C.C1COCC1.CCOC(C)=O. The product is [Cl:41][C:34]1[CH:33]=[CH:32][C:31]2[N:30]([CH2:42][C:43]([NH:9][C:6]3[CH:7]=[CH:8][C:3]([O:2][CH3:1])=[CH:4][CH:5]=3)=[O:44])[C:29]3[CH2:28][CH2:27][N:26]([C:24]([O:23][C:19]([CH3:21])([CH3:20])[CH3:22])=[O:25])[CH2:39][CH2:38][C:37]=3[C:36]=2[C:35]=1[Cl:40]. The yield is 0.360. (5) The reactants are [NH2:1][C:2]1[N:7]=[CH:6][N:5]=[C:4]2[N:8]([C@@H:25]3[CH2:30][CH2:29][CH2:28][N:27](C(OC(C)(C)C)=O)[CH2:26]3)[N:9]=[C:10]([C:11]3[CH:16]=[CH:15][C:14]([O:17][C:18]4[CH:23]=[CH:22][CH:21]=[CH:20][CH:19]=4)=[CH:13][C:12]=3[F:24])[C:3]=12.FC(F)(F)C(O)=O. The catalyst is ClCCl. The product is [F:24][C:12]1[CH:13]=[C:14]([O:17][C:18]2[CH:23]=[CH:22][CH:21]=[CH:20][CH:19]=2)[CH:15]=[CH:16][C:11]=1[C:10]1[C:3]2[C:4](=[N:5][CH:6]=[N:7][C:2]=2[NH2:1])[N:8]([C@@H:25]2[CH2:30][CH2:29][CH2:28][NH:27][CH2:26]2)[N:9]=1. The yield is 0.740. (6) The catalyst is C(O)C. The yield is 0.130. The reactants are [Br:1][C:2]1[CH:3]=[C:4]([CH:7]=[C:8]([F:10])[CH:9]=1)[CH:5]=O.[C:11]([OH:17])(=[O:16])[CH2:12]C(O)=O.C([O-])(=O)C.[NH4+:22]. The product is [NH2:22][CH:5]([C:4]1[CH:7]=[C:8]([F:10])[CH:9]=[C:2]([Br:1])[CH:3]=1)[CH2:12][C:11]([OH:17])=[O:16].